Dataset: KCNQ2 potassium channel screen with 302,405 compounds. Task: Binary Classification. Given a drug SMILES string, predict its activity (active/inactive) in a high-throughput screening assay against a specified biological target. (1) The molecule is O=C(N1CCN(CC1)c1ncccn1)C(CC)c1ccccc1. The result is 0 (inactive). (2) The compound is s1c(C(N2CCOCC2)CNC(=O)COc2cc(ccc2)C)ccc1. The result is 0 (inactive).